From a dataset of Peptide-MHC class II binding affinity with 134,281 pairs from IEDB. Regression. Given a peptide amino acid sequence and an MHC pseudo amino acid sequence, predict their binding affinity value. This is MHC class II binding data. The peptide sequence is EIPDVLNSLAVAWMILRA. The MHC is DRB1_0404 with pseudo-sequence DRB1_0404. The binding affinity (normalized) is 0.0676.